This data is from Catalyst prediction with 721,799 reactions and 888 catalyst types from USPTO. The task is: Predict which catalyst facilitates the given reaction. (1) Reactant: [CH:1]1([C@@H:7]2[CH2:11][CH2:10][CH2:9][C@H:8]2[OH:12])[CH2:6][CH2:5][CH2:4][CH2:3][CH2:2]1. Product: [CH:1]1([CH:7]2[CH2:11][CH2:10][CH2:9][C:8]2=[O:12])[CH2:2][CH2:3][CH2:4][CH2:5][CH2:6]1. The catalyst class is: 11. (2) Reactant: C([O:3][C:4]([C:6]1[S:10][C:9]([NH:11][C:12](=[O:30])[CH:13]([C:20]2[CH:25]=[CH:24][C:23]([S:26]([CH3:29])(=[O:28])=[O:27])=[CH:22][CH:21]=2)[CH2:14][CH:15]2[CH2:19][CH2:18][CH2:17][CH2:16]2)=[N:8][CH:7]=1)=[O:5])C.[OH-].[Li+]. Product: [CH:15]1([CH2:14][CH:13]([C:20]2[CH:25]=[CH:24][C:23]([S:26]([CH3:29])(=[O:28])=[O:27])=[CH:22][CH:21]=2)[C:12]([NH:11][C:9]2[S:10][C:6]([C:4]([OH:5])=[O:3])=[CH:7][N:8]=2)=[O:30])[CH2:19][CH2:18][CH2:17][CH2:16]1. The catalyst class is: 40. (3) Reactant: [Cl:1][C:2]1[CH:8]=[C:7]([C:9]([F:12])([F:11])[F:10])[CH:6]=[C:5]([F:13])[C:3]=1[NH2:4].OS(O)(=O)=O.OS(O)(=O)=O.[N:24]([O-])=O.[Na+].[C:28]([CH2:30][C:31]([C:34]#[N:35])=CO)#[N:29].C([O-])(=O)C.[Na+]. Product: [NH2:29][C:28]1[N:4]([C:3]2[C:5]([F:13])=[CH:6][C:7]([C:9]([F:12])([F:11])[F:10])=[CH:8][C:2]=2[Cl:1])[N:24]=[C:31]([C:34]#[N:35])[CH:30]=1. The catalyst class is: 86. (4) Reactant: [SH:1][C:2]1[N:6]=[CH:5][NH:4][N:3]=1.[CH2:7](Br)[C:8]1[CH:13]=[CH:12][CH:11]=[CH:10][CH:9]=1.C(OCC)(=O)C.C(=O)([O-])O.[Na+]. Product: [CH2:7]([S:1][C:2]1[N:6]=[CH:5][NH:4][N:3]=1)[C:8]1[CH:13]=[CH:12][CH:11]=[CH:10][CH:9]=1. The catalyst class is: 9.